This data is from NCI-60 drug combinations with 297,098 pairs across 59 cell lines. The task is: Regression. Given two drug SMILES strings and cell line genomic features, predict the synergy score measuring deviation from expected non-interaction effect. (1) Drug 1: C1=CC(=CC=C1CC(C(=O)O)N)N(CCCl)CCCl.Cl. Drug 2: CCN(CC)CCNC(=O)C1=C(NC(=C1C)C=C2C3=C(C=CC(=C3)F)NC2=O)C. Cell line: IGROV1. Synergy scores: CSS=14.4, Synergy_ZIP=-8.42, Synergy_Bliss=-1.85, Synergy_Loewe=-4.79, Synergy_HSA=-2.09. (2) Drug 1: CC12CCC(CC1=CCC3C2CCC4(C3CC=C4C5=CN=CC=C5)C)O. Drug 2: C1=C(C(=O)NC(=O)N1)N(CCCl)CCCl. Cell line: RPMI-8226. Synergy scores: CSS=53.0, Synergy_ZIP=4.74, Synergy_Bliss=6.56, Synergy_Loewe=3.11, Synergy_HSA=7.06.